This data is from Full USPTO retrosynthesis dataset with 1.9M reactions from patents (1976-2016). The task is: Predict the reactants needed to synthesize the given product. (1) Given the product [NH2:26][C:27]1[CH:32]=[C:31]([C:15]2[N:16]=[C:11]([NH:10][C:7]3[CH:8]=[CH:9][C:4]4[CH:3]=[N:2][O:1][C:5]=4[CH:6]=3)[C:12]3[N:13]([CH:18]=[CH:19][N:20]=3)[CH:14]=2)[CH:30]=[CH:29][CH:28]=1, predict the reactants needed to synthesize it. The reactants are: [O:1]1[C:5]2[CH:6]=[C:7]([NH:10][C:11]3[C:12]4[N:13]([CH:18]=[CH:19][N:20]=4)[CH:14]=[C:15](Br)[N:16]=3)[CH:8]=[CH:9][C:4]=2[CH:3]=[N:2]1.S(O)(O)(=O)=O.[NH2:26][C:27]1[CH:28]=[C:29](B(O)O)[CH:30]=[CH:31][CH:32]=1.[NH2:26][C:27]1[CH:32]=[C:31](B(O)O)[CH:30]=[CH:29][CH:28]=1.C([O-])([O-])=O.[Na+].[Na+]. (2) Given the product [C:1]([O:5][C:6]([N:8]1[CH2:13][CH2:12][N:11]([C:38](=[O:39])[C:37]2[CH:41]=[CH:42][CH:43]=[C:35]([CH2:34][Cl:33])[CH:36]=2)[CH:10]([C:14](=[O:26])[NH:15][C:16]2[CH:25]=[CH:24][C:23]3[C:18](=[CH:19][CH:20]=[CH:21][CH:22]=3)[CH:17]=2)[CH2:9]1)=[O:7])([CH3:4])([CH3:2])[CH3:3], predict the reactants needed to synthesize it. The reactants are: [C:1]([O:5][C:6]([N:8]1[CH2:13][CH2:12][NH:11][CH:10]([C:14](=[O:26])[NH:15][C:16]2[CH:25]=[CH:24][C:23]3[C:18](=[CH:19][CH:20]=[CH:21][CH:22]=3)[CH:17]=2)[CH2:9]1)=[O:7])([CH3:4])([CH3:3])[CH3:2].N1C=CC=CC=1.[Cl:33][CH2:34][C:35]1[CH:36]=[C:37]([CH:41]=[CH:42][CH:43]=1)[C:38](Cl)=[O:39]. (3) The reactants are: [Cl:1][C:2]1[CH:21]=[CH:20][C:5]2[C:6]([NH:9][C:10]3[CH:15]=[CH:14][CH:13]=[C:12]([C:16]([F:19])([F:18])[F:17])[CH:11]=3)=[N:7][O:8][C:4]=2[C:3]=1[C:22]([OH:24])=O.CCN(C(C)C)C(C)C.[NH2:34][C:35]1[CH:36]=[N:37][C:38]([NH:41][C:42](=[O:44])[CH3:43])=[N:39][CH:40]=1. Given the product [C:42]([NH:41][C:38]1[N:39]=[CH:40][C:35]([NH:34][C:22]([C:3]2[C:4]3[O:8][N:7]=[C:6]([NH:9][C:10]4[CH:15]=[CH:14][CH:13]=[C:12]([C:16]([F:17])([F:19])[F:18])[CH:11]=4)[C:5]=3[CH:20]=[CH:21][C:2]=2[Cl:1])=[O:24])=[CH:36][N:37]=1)(=[O:44])[CH3:43], predict the reactants needed to synthesize it.